Dataset: Forward reaction prediction with 1.9M reactions from USPTO patents (1976-2016). Task: Predict the product of the given reaction. (1) Given the reactants [N:1]1[C:10]2[C:5](=[CH:6][C:7]([OH:11])=[CH:8][CH:9]=2)[CH:4]=[CH:3][C:2]=1[OH:12].C([O-])([O-])=O.[Cs+].[Cs+].Cl[C:20]1[CH:25]=[CH:24][N:23]=[C:22]([C:26]([NH:28][CH3:29])=[O:27])[CH:21]=1, predict the reaction product. The product is: [OH:12][C:2]1[CH:3]=[CH:4][C:5]2[C:10](=[CH:9][CH:8]=[C:7]([O:11][C:20]3[CH:25]=[CH:24][N:23]=[C:22]([C:26]([NH:28][CH3:29])=[O:27])[CH:21]=3)[CH:6]=2)[N:1]=1. (2) Given the reactants C(OC(=O)[NH:7][C:8]1[CH:13]=[CH:12][C:11]([C:14]2[O:15][CH:16]=[CH:17][CH:18]=2)=[CH:10][C:9]=1[NH:19][C:20](=[O:32])[CH2:21][C:22]([C:24]1[CH:29]=[CH:28][CH:27]=[C:26]([C:30]#[N:31])[CH:25]=1)=O)(C)(C)C.C(O)(C(F)(F)F)=O, predict the reaction product. The product is: [O:15]1[CH:16]=[CH:17][CH:18]=[C:14]1[C:11]1[CH:12]=[CH:13][C:8]2[N:7]=[C:22]([C:24]3[CH:25]=[C:26]([CH:27]=[CH:28][CH:29]=3)[C:30]#[N:31])[CH2:21][C:20](=[O:32])[NH:19][C:9]=2[CH:10]=1. (3) Given the reactants [NH2:1][C:2]1[C:7]([CH:8]=[CH2:9])=[C:6]([C:10]([O:12][CH3:13])=[O:11])[N:5]=[C:4]([C:14]2[CH:19]=[CH:18][C:17]([C:20]([F:23])([F:22])[F:21])=[CH:16][CH:15]=2)[N:3]=1, predict the reaction product. The product is: [NH2:1][C:2]1[C:7]([CH2:8][CH3:9])=[C:6]([C:10]([O:12][CH3:13])=[O:11])[N:5]=[C:4]([C:14]2[CH:19]=[CH:18][C:17]([C:20]([F:23])([F:21])[F:22])=[CH:16][CH:15]=2)[N:3]=1. (4) Given the reactants [NH2:1][C:2]1[N:10]=[C:9]([O:11][CH2:12][CH2:13][CH2:14][CH3:15])[N:8]=[C:7]2[C:3]=1[NH:4][C:5](=[O:47])[N:6]2[CH2:16][CH2:17][CH2:18][N:19]([CH2:35][C:36]1[CH:41]=[CH:40][C:39]([CH2:42][C:43]([O:45][CH3:46])=[O:44])=[CH:38][CH:37]=1)[C@@H:20]1[CH2:24][CH2:23][N:22]([C:25](OCC2C=CC=CC=2)=O)[CH2:21]1.C([O-])(O)=O.[Na+], predict the reaction product. The product is: [NH2:1][C:2]1[N:10]=[C:9]([O:11][CH2:12][CH2:13][CH2:14][CH3:15])[N:8]=[C:7]2[C:3]=1[NH:4][C:5](=[O:47])[N:6]2[CH2:16][CH2:17][CH2:18][N:19]([CH2:35][C:36]1[CH:37]=[CH:38][C:39]([CH2:42][C:43]([O:45][CH3:46])=[O:44])=[CH:40][CH:41]=1)[C@@H:20]1[CH2:24][CH2:23][N:22]([CH3:25])[CH2:21]1. (5) Given the reactants [C:1]1(B(O)O)[CH:6]=[CH:5][CH:4]=[CH:3][CH:2]=1.C(=O)([O-])[O-].[K+].[K+].Br[C:17]1[C:21]2=[N:22][CH:23]=[C:24]([S:26][CH3:27])[N:25]=[C:20]2[N:19]([CH2:28][O:29][CH2:30][CH2:31][Si:32]([CH3:35])([CH3:34])[CH3:33])[C:18]=1[C:36]1[CH:41]=[CH:40][C:39]([C:42]2([NH:46][C:47](=[O:53])[O:48][C:49]([CH3:52])([CH3:51])[CH3:50])[CH2:45][CH2:44][CH2:43]2)=[CH:38][CH:37]=1, predict the reaction product. The product is: [CH3:27][S:26][C:24]1[N:25]=[C:20]2[N:19]([CH2:28][O:29][CH2:30][CH2:31][Si:32]([CH3:35])([CH3:34])[CH3:33])[C:18]([C:36]3[CH:41]=[CH:40][C:39]([C:42]4([NH:46][C:47](=[O:53])[O:48][C:49]([CH3:52])([CH3:51])[CH3:50])[CH2:45][CH2:44][CH2:43]4)=[CH:38][CH:37]=3)=[C:17]([C:1]3[CH:6]=[CH:5][CH:4]=[CH:3][CH:2]=3)[C:21]2=[N:22][CH:23]=1.